This data is from Full USPTO retrosynthesis dataset with 1.9M reactions from patents (1976-2016). The task is: Predict the reactants needed to synthesize the given product. (1) Given the product [Cl:9][C:3]1[CH:4]=[CH:5][C:6]([Cl:8])=[CH:7][C:2]=1[C:29]1([OH:32])[C:30]2[C:26](=[CH:25][CH:24]=[C:23]([O:22][CH3:21])[CH:31]=2)[CH2:27][CH2:28]1, predict the reactants needed to synthesize it. The reactants are: Br[C:2]1[CH:7]=[C:6]([Cl:8])[CH:5]=[CH:4][C:3]=1[Cl:9].CCCCCC.C([Li])CCC.[CH3:21][O:22][C:23]1[CH:31]=[C:30]2[C:26]([CH2:27][CH2:28][C:29]2=[O:32])=[CH:25][CH:24]=1.[Cl-].[NH4+]. (2) Given the product [CH3:16][N:17]1[CH2:21][CH2:20][C@H:19]([O:22][C:2]2[CH:9]=[CH:8][C:7]([C:10]([F:13])([F:12])[F:11])=[CH:6][C:3]=2[C:4]#[N:5])[CH2:18]1, predict the reactants needed to synthesize it. The reactants are: F[C:2]1[CH:9]=[CH:8][C:7]([C:10]([F:13])([F:12])[F:11])=[CH:6][C:3]=1[C:4]#[N:5].[H-].[Na+].[CH3:16][N:17]1[CH2:21][CH2:20][C@H:19]([OH:22])[CH2:18]1. (3) Given the product [OH:8][CH2:9][CH2:10][O:11][C:12]1[CH:13]=[CH:14][C:15]([CH:18]2[CH2:23][CH2:22][CH2:21][CH2:20][CH2:19]2)=[CH:16][CH:17]=1, predict the reactants needed to synthesize it. The reactants are: C([O:8][CH2:9][CH2:10][O:11][C:12]1[CH:17]=[CH:16][C:15]([CH:18]2[CH2:23][CH2:22][CH2:21][CH2:20][CH2:19]2)=[CH:14][CH:13]=1)C1C=CC=CC=1.